This data is from Forward reaction prediction with 1.9M reactions from USPTO patents (1976-2016). The task is: Predict the product of the given reaction. (1) Given the reactants Br[C:2]1[C:10]2[NH:9][C:8]3[CH:11]4[CH2:17][CH2:16][N:14]([CH2:15][C:7]=3[C:6]=2[CH:5]=[CH:4][CH:3]=1)[CH2:13][CH2:12]4.[C:18]1(/[CH:24]=[CH:25]/B(O)O)[CH:23]=[CH:22][CH:21]=[CH:20][CH:19]=1, predict the reaction product. The product is: [C:18]1(/[CH:24]=[CH:25]/[C:2]2[C:10]3[NH:9][C:8]4[CH:11]5[CH2:17][CH2:16][N:14]([CH2:15][C:7]=4[C:6]=3[CH:5]=[CH:4][CH:3]=2)[CH2:13][CH2:12]5)[CH:23]=[CH:22][CH:21]=[CH:20][CH:19]=1. (2) Given the reactants [F:1][C:2]1[CH:19]=[CH:18][CH:17]=[CH:16][C:3]=1[C:4]([NH:6][C:7]1[CH:15]=[CH:14][C:10]([C:11](O)=[O:12])=[CH:9][CH:8]=1)=[O:5].S(Cl)([Cl:22])=O.CN(C=O)C, predict the reaction product. The product is: [F:1][C:2]1[CH:19]=[CH:18][CH:17]=[CH:16][C:3]=1[C:4]([NH:6][C:7]1[CH:15]=[CH:14][C:10]([C:11]([Cl:22])=[O:12])=[CH:9][CH:8]=1)=[O:5]. (3) Given the reactants [C:1]([C:3]1[CH:4]=[C:5]([C:9](=O)[CH2:10][C:11]([NH:13][C:14]2[CH:19]=[C:18]([N:20]3[CH:24]=[CH:23][C:22]([C:25]4[CH:30]=[CH:29][CH:28]=[CH:27][CH:26]=4)=[CH:21]3)[CH:17]=[CH:16][C:15]=2[N+:31]([O-])=O)=[O:12])[CH:6]=[CH:7][CH:8]=1)#[N:2], predict the reaction product. The product is: [O:12]=[C:11]1[CH2:10][C:9]([C:5]2[CH:4]=[C:3]([CH:8]=[CH:7][CH:6]=2)[C:1]#[N:2])=[N:31][C:15]2[CH:16]=[CH:17][C:18]([N:20]3[CH:24]=[CH:23][C:22]([C:25]4[CH:30]=[CH:29][CH:28]=[CH:27][CH:26]=4)=[CH:21]3)=[CH:19][C:14]=2[NH:13]1. (4) The product is: [ClH:29].[CH2:1]([NH:8][CH2:9][CH2:10][C:11]1[N:15]([C@@H:16]2[CH2:25][C:24]3[C:19](=[C:20]([F:27])[CH:21]=[C:22]([F:26])[CH:23]=3)[O:18][CH2:17]2)[C:14](=[S:28])[NH:13][CH:12]=1)[C:2]1[CH:7]=[CH:6][CH:5]=[CH:4][CH:3]=1. Given the reactants [CH2:1]([NH:8][CH2:9][CH2:10][C:11]1[N:15]([C@@H:16]2[CH2:25][C:24]3[C:19](=[C:20]([F:27])[CH:21]=[C:22]([F:26])[CH:23]=3)[O:18][CH2:17]2)[C:14](=[S:28])[NH:13][CH:12]=1)[C:2]1[CH:7]=[CH:6][CH:5]=[CH:4][CH:3]=1.[ClH:29].C1(C)C=CC=CC=1, predict the reaction product. (5) Given the reactants [O:1]1[CH:7]2[CH:2]1[C:3]([O:5][C:6]2([CH3:9])[CH3:8])=[O:4].[C:10](Cl)(=[O:13])[CH:11]=[CH2:12], predict the reaction product. The product is: [C:10]([O:1][CH:7]1[C:6]([CH3:8])([CH3:9])[O:5][C:3](=[O:4])[CH2:2]1)(=[O:13])[CH:11]=[CH2:12]. (6) Given the reactants [CH:1]1([C:4](Cl)=O)[CH2:3][CH2:2]1.[NH2:7][C:8]1[CH:16]=[C:15]([C:17]([F:20])([F:19])[F:18])[CH:14]=[CH:13][C:9]=1[C:10](O)=[O:11].N1C=CC=CC=1.[NH2:27][NH2:28], predict the reaction product. The product is: [NH2:27][N:28]1[C:10](=[O:11])[C:9]2[C:8](=[CH:16][C:15]([C:17]([F:20])([F:19])[F:18])=[CH:14][CH:13]=2)[N:7]=[C:4]1[CH:1]1[CH2:2][CH2:3]1.